Regression. Given two drug SMILES strings and cell line genomic features, predict the synergy score measuring deviation from expected non-interaction effect. From a dataset of NCI-60 drug combinations with 297,098 pairs across 59 cell lines. (1) Drug 1: C1=CC=C(C=C1)NC(=O)CCCCCCC(=O)NO. Drug 2: CC1CCC2CC(C(=CC=CC=CC(CC(C(=O)C(C(C(=CC(C(=O)CC(OC(=O)C3CCCCN3C(=O)C(=O)C1(O2)O)C(C)CC4CCC(C(C4)OC)OCCO)C)C)O)OC)C)C)C)OC. Cell line: A549. Synergy scores: CSS=0.0755, Synergy_ZIP=-3.32, Synergy_Bliss=-4.84, Synergy_Loewe=-5.83, Synergy_HSA=-3.73. (2) Drug 2: CNC(=O)C1=NC=CC(=C1)OC2=CC=C(C=C2)NC(=O)NC3=CC(=C(C=C3)Cl)C(F)(F)F. Drug 1: C1CC(C1)(C(=O)O)C(=O)O.[NH2-].[NH2-].[Pt+2]. Synergy scores: CSS=2.29, Synergy_ZIP=-1.45, Synergy_Bliss=0.0225, Synergy_Loewe=-2.14, Synergy_HSA=-0.917. Cell line: UACC-257.